From a dataset of Forward reaction prediction with 1.9M reactions from USPTO patents (1976-2016). Predict the product of the given reaction. (1) Given the reactants [F-].C([N+](CCCC)(CCCC)CCCC)CCC.[O:19]1[CH2:22][C:21](=[O:23])[CH2:20]1.C[Si](C)(C)[C:26]([F:29])([F:28])[F:27].Cl.[F:33][C:34]1[C:39]([F:40])=[C:38]([F:41])[C:37]([F:42])=[C:36]([F:43])[C:35]=1[O:44][C:45](=O)[O:46]C1C(F)=C(F)C(F)=C(F)C=1F.C(N(CC)CC)C, predict the reaction product. The product is: [C:45](=[O:46])([O:23][C:21]1([C:26]([F:29])([F:28])[F:27])[CH2:22][O:19][CH2:20]1)[O:44][C:35]1[C:36]([F:43])=[C:37]([F:42])[C:38]([F:41])=[C:39]([F:40])[C:34]=1[F:33]. (2) Given the reactants C(O[CH:4]=[C:5]([C:11](=[O:18])[NH:12][C:13]([O:15]CC)=O)[C:6]([O:8][CH2:9][CH3:10])=[O:7])C.[NH2:19][C:20]1[CH:21]=[CH:22][C:23]2[N:28]([CH3:29])[C:27](=[O:30])[O:26][CH2:25][C:24]=2[CH:31]=1.CC(C)([O-])C.[K+].Cl, predict the reaction product. The product is: [CH3:29][N:28]1[C:23]2[CH:22]=[CH:21][C:20]([N:19]3[CH:4]=[C:5]([C:6]([O:8][CH2:9][CH3:10])=[O:7])[C:11](=[O:18])[NH:12][C:13]3=[O:15])=[CH:31][C:24]=2[CH2:25][O:26][C:27]1=[O:30]. (3) Given the reactants [F:1][CH:2]([F:5])[CH2:3][OH:4].Cl[C:7]1[N:8]=[C:9]([OH:23])[C:10]2[CH:16]=[CH:15][N:14]=[C:13]([C:17]3[N:18]=[CH:19][N:20]([CH3:22])[CH:21]=3)[C:11]=2[N:12]=1, predict the reaction product. The product is: [F:1][CH:2]([F:5])[CH2:3][O:4][C:7]1[N:8]=[C:9]([OH:23])[C:10]2[CH:16]=[CH:15][N:14]=[C:13]([C:17]3[N:18]=[CH:19][N:20]([CH3:22])[CH:21]=3)[C:11]=2[N:12]=1. (4) Given the reactants Cl[C:2]1[CH:7]=[C:6]([C:8]2[CH:13]=[CH:12][C:11]([Cl:14])=[C:10]([Cl:15])[CH:9]=2)[N:5]=[C:4]([CH:16]2[CH2:18][CH2:17]2)[N:3]=1.C1(C2N=C(O)C=C([C:29]3[CH:34]=[CH:33][C:32](Cl)=[C:31](Cl)[CH:30]=3)N=2)CC1.[O:37]=P(Cl)(Cl)Cl.[C:42](#[N:44])[CH3:43], predict the reaction product. The product is: [CH:16]1([C:4]2[N:3]=[C:2]([NH:44][CH2:42][C@@H:43]([C:29]3[CH:34]=[CH:33][CH:32]=[CH:31][CH:30]=3)[OH:37])[CH:7]=[C:6]([C:8]3[CH:13]=[CH:12][C:11]([Cl:14])=[C:10]([Cl:15])[CH:9]=3)[N:5]=2)[CH2:18][CH2:17]1.